From a dataset of Full USPTO retrosynthesis dataset with 1.9M reactions from patents (1976-2016). Predict the reactants needed to synthesize the given product. (1) Given the product [CH2:15]([O:22][CH2:23][CH2:24][O:25][C:26]1[C:33]([CH3:34])=[CH:32][C:29]([C:30]2[NH:6][C:4](=[O:5])[C:3]3[C:2](=[CH:10][C:9]([O:11][CH3:12])=[CH:8][C:7]=3[O:13][CH3:14])[N:1]=2)=[CH:28][C:27]=1[CH3:35])[C:16]1[CH:21]=[CH:20][CH:19]=[CH:18][CH:17]=1, predict the reactants needed to synthesize it. The reactants are: [NH2:1][C:2]1[CH:10]=[C:9]([O:11][CH3:12])[CH:8]=[C:7]([O:13][CH3:14])[C:3]=1[C:4]([NH2:6])=[O:5].[CH2:15]([O:22][CH2:23][CH2:24][O:25][C:26]1[C:33]([CH3:34])=[CH:32][C:29]([CH:30]=O)=[CH:28][C:27]=1[CH3:35])[C:16]1[CH:21]=[CH:20][CH:19]=[CH:18][CH:17]=1.O.C1(C)C=CC(S(O)(=O)=O)=CC=1.S([O-])(O)=O.[Na+]. (2) The reactants are: Cl.[NH:2]1[CH2:7][CH2:6][CH:5]([NH:8][C:9]([C:11]2[C:15]3[N:16]=[CH:17][N:18]=[C:19]([C:20]4[CH:25]=[C:24]([F:26])[C:23]([O:27][CH:28]([F:30])[F:29])=[CH:22][C:21]=4[O:31][CH2:32][CH:33]4[CH2:35][CH2:34]4)[C:14]=3[NH:13][CH:12]=2)=[O:10])[CH2:4][CH2:3]1.[C:36](Cl)(=[O:38])[CH3:37]. Given the product [C:36]([N:2]1[CH2:3][CH2:4][CH:5]([NH:8][C:9]([C:11]2[C:15]3[N:16]=[CH:17][N:18]=[C:19]([C:20]4[CH:25]=[C:24]([F:26])[C:23]([O:27][CH:28]([F:30])[F:29])=[CH:22][C:21]=4[O:31][CH2:32][CH:33]4[CH2:34][CH2:35]4)[C:14]=3[NH:13][CH:12]=2)=[O:10])[CH2:6][CH2:7]1)(=[O:38])[CH3:37], predict the reactants needed to synthesize it. (3) Given the product [CH3:1][O:2][C:3]1[CH:20]=[CH:19][C:18]2[C@@H:17]3[C@H:8]([C@@:9]45[CH2:24][C@@H:10]4[CH2:11][C@H:12]([OH:21])[C@:13]5([CH2:15][CH2:16]3)[CH3:14])[C@H:7]([CH3:22])[CH2:6][C:5]=2[CH:4]=1, predict the reactants needed to synthesize it. The reactants are: [CH3:1][O:2][C:3]1[CH:20]=[CH:19][C:18]2[C@@H:17]3[C@H:8]([C:9]4[C@@:13]([CH2:15][CH2:16]3)([CH3:14])[C@@H:12]([OH:21])[CH2:11][CH:10]=4)[C@H:7]([CH3:22])[CH2:6][C:5]=2[CH:4]=1.I[CH2:24]I.C([Zn]CC)C.[Cl-].[NH4+]. (4) Given the product [ClH:37].[OH:6][C:7]1[CH:12]=[CH:11][CH:10]=[CH:9][C:8]=1[C:13]1[N:22]=[C:21]([N:23]2[CH2:27][CH2:26][C@@H:25]([NH:28][C:29](=[O:35])[O:30][CH2:31][CH2:32][O:33][CH3:34])[CH2:24]2)[C:20]2[C:15](=[CH:16][C:17]([CH3:36])=[CH:18][CH:19]=2)[N:14]=1, predict the reactants needed to synthesize it. The reactants are: CCOCC.[OH:6][C:7]1[CH:12]=[CH:11][CH:10]=[CH:9][C:8]=1[C:13]1[N:22]=[C:21]([N:23]2[CH2:27][CH2:26][C@@H:25]([NH:28][C:29](=[O:35])[O:30][CH2:31][CH2:32][O:33][CH3:34])[CH2:24]2)[C:20]2[C:15](=[CH:16][C:17]([CH3:36])=[CH:18][CH:19]=2)[N:14]=1.[ClH:37]. (5) Given the product [Br:5][C:6]1[CH:11]=[CH:10][C:9]([F:12])=[CH:8][C:7]=1[CH2:13][C:14]([NH:18][CH3:17])=[O:16], predict the reactants needed to synthesize it. The reactants are: S(Cl)(Cl)=O.[Br:5][C:6]1[CH:11]=[CH:10][C:9]([F:12])=[CH:8][C:7]=1[CH2:13][C:14]([OH:16])=O.[CH3:17][NH2:18].